This data is from Reaction yield outcomes from USPTO patents with 853,638 reactions. The task is: Predict the reaction yield, written as a fraction of the theoretical maximum amount of product (1.0 means a 100% yield; for example, 0.34 means a 34% yield). (1) The reactants are [CH:1]1([N:6]2[C:11]3[N:12]=[C:13]([NH:17][CH2:18][CH3:19])[N:14]=[C:15]([CH3:16])[C:10]=3[CH:9]=[C:8]([CH2:20][CH2:21][C:22]([OH:24])=O)[C:7]2=[O:25])[CH2:5][CH2:4][CH2:3][CH2:2]1.[CH3:26][NH:27][CH3:28].C(N(CC)CC)C. The catalyst is CN(C=O)C. The product is [CH:1]1([N:6]2[C:11]3[N:12]=[C:13]([NH:17][CH2:18][CH3:19])[N:14]=[C:15]([CH3:16])[C:10]=3[CH:9]=[C:8]([CH2:20][CH2:21][C:22]([N:27]([CH3:28])[CH3:26])=[O:24])[C:7]2=[O:25])[CH2:5][CH2:4][CH2:3][CH2:2]1. The yield is 0.540. (2) The reactants are C(OC1C=CC=CC=1C([O-])=O)(C)C.[CH:14]([O:17][C:18]1[CH:19]=[C:20]([CH:27]=[C:28]([O:30][CH:31]([CH3:33])[CH3:32])[CH:29]=1)[C:21]([O:23]C(C)C)=[O:22])([CH3:16])[CH3:15].[OH-].[Li+].Cl. The catalyst is C1COCC1.O. The product is [CH:31]([O:30][C:28]1[CH:27]=[C:20]([CH:19]=[C:18]([O:17][CH:14]([CH3:16])[CH3:15])[CH:29]=1)[C:21]([OH:23])=[O:22])([CH3:33])[CH3:32]. The yield is 0.550. (3) The reactants are C(=O)=O.I[C:5]1[CH:6]=[C:7]([CH:13]=[CH:14][CH:15]=1)[C:8]([O:10][CH2:11][CH3:12])=[O:9].CC([Mg]Cl)C.[O:21]1[C:25]2([CH2:30][CH2:29][C:28](=[O:31])[CH2:27][CH2:26]2)[O:24][CH2:23][CH2:22]1. The catalyst is C1COCC1.CC(O)C. The product is [OH:31][C:28]1([C:5]2[CH:6]=[C:7]([CH:13]=[CH:14][CH:15]=2)[C:8]([O:10][CH2:11][CH3:12])=[O:9])[CH2:29][CH2:30][C:25]2([O:21][CH2:22][CH2:23][O:24]2)[CH2:26][CH2:27]1. The yield is 0.360. (4) The reactants are [N:1]1[C:8]([Cl:9])=[N:7][C:5]([Cl:6])=[N:4][C:2]=1Cl.C(=O)([O-])[O-].[K+].[K+].[Cl:16][C:17]1[CH:23]=[CH:22][C:20]([NH2:21])=[CH:19][CH:18]=1.C(OCC)(=O)C. The catalyst is C1(C)C=CC=CC=1.C1OCCOCCOCCOCCOCCOC1. The product is [Cl:16][C:17]1[CH:23]=[CH:22][C:20]([NH:21][C:2]2[N:1]=[C:8]([Cl:9])[N:7]=[C:5]([Cl:6])[N:4]=2)=[CH:19][CH:18]=1. The yield is 0.530. (5) The reactants are [CH3:1][O:2][C:3](=[O:38])[CH2:4][C@@H:5]([NH:17][C:18]([C:20]1[CH:21]=[C:22]2[C:26](=[C:27]([N+:29]([O-:31])=[O:30])[CH:28]=1)[NH:25][C:24]([C:32]1[CH:37]=[CH:36][CH:35]=[CH:34][CH:33]=1)=[CH:23]2)=O)[CH2:6][S:7]CC1C=CC(OC)=CC=1.P(Cl)(Cl)(Cl)(Cl)Cl. The catalyst is C(Cl)Cl. The product is [CH3:1][O:2][C:3](=[O:38])[CH2:4][C@@H:5]1[CH2:6][S:7][C:18]([C:20]2[CH:21]=[C:22]3[C:26](=[C:27]([N+:29]([O-:31])=[O:30])[CH:28]=2)[NH:25][C:24]([C:32]2[CH:37]=[CH:36][CH:35]=[CH:34][CH:33]=2)=[CH:23]3)=[N:17]1. The yield is 0.600. (6) The reactants are BrCCBr.C[Si](Cl)(C)C.I[CH:11]1[CH2:16][CH2:15][N:14]([C:17]([O:19][C:20]([CH3:23])([CH3:22])[CH3:21])=[O:18])[CH2:13][CH2:12]1.O1C=CC=C1P(C1OC=CC=1)C1OC=CC=1.Br[C:41]1[CH:46]=[CH:45][C:44]([Cl:47])=[CH:43][N:42]=1. The catalyst is C1COCC1.CC(N(C)C)=O.[Zn].C1C=CC(/C=C/C(/C=C/C2C=CC=CC=2)=O)=CC=1.C1C=CC(/C=C/C(/C=C/C2C=CC=CC=2)=O)=CC=1.C1C=CC(/C=C/C(/C=C/C2C=CC=CC=2)=O)=CC=1.[Pd].[Pd]. The product is [Cl:47][C:44]1[CH:45]=[CH:46][C:41]([CH:11]2[CH2:16][CH2:15][N:14]([C:17]([O:19][C:20]([CH3:23])([CH3:22])[CH3:21])=[O:18])[CH2:13][CH2:12]2)=[N:42][CH:43]=1. The yield is 0.160. (7) The reactants are [OH:1][C:2]1[CH:3]=[C:4]([C:12]2[CH:13]=[CH:14][C:15]([N:18]3[CH2:24][CH2:23][CH2:22][N:21]([C:25]4[CH:30]=[CH:29][C:28]([C:31]5[CH:36]=[C:35]([O:37][CH3:38])[C:34]([O:39][CH3:40])=[C:33]([OH:41])[CH:32]=5)=[CH:27][N:26]=4)[CH2:20][CH2:19]3)=[N:16][CH:17]=2)[CH:5]=[C:6]([O:10][CH3:11])[C:7]=1[O:8][CH3:9].[CH3:42][S:43]([OH:46])(=[O:45])=[O:44]. The catalyst is CO. The product is [CH3:42][S:43]([OH:46])(=[O:45])=[O:44].[CH3:42][S:43]([OH:46])(=[O:45])=[O:44].[OH:1][C:2]1[CH:3]=[C:4]([C:12]2[CH:13]=[CH:14][C:15]([N:18]3[CH2:24][CH2:23][CH2:22][N:21]([C:25]4[CH:30]=[CH:29][C:28]([C:31]5[CH:36]=[C:35]([O:37][CH3:38])[C:34]([O:39][CH3:40])=[C:33]([OH:41])[CH:32]=5)=[CH:27][N:26]=4)[CH2:20][CH2:19]3)=[N:16][CH:17]=2)[CH:5]=[C:6]([O:10][CH3:11])[C:7]=1[O:8][CH3:9]. The yield is 0.630.